The task is: Predict which catalyst facilitates the given reaction.. This data is from Catalyst prediction with 721,799 reactions and 888 catalyst types from USPTO. (1) Reactant: [Cl:1][C:2]1[CH:7]=[CH:6][C:5]([C:8]2[C:13]([Cl:14])=[CH:12][C:11]([O:15][CH3:16])=[C:10]([C:17]([OH:19])=O)[CH:9]=2)=[CH:4][CH:3]=1.CCN=C=NCCCN(C)C.C1C=CC2N(O)N=NC=2C=1.CCN(CC)CC.[NH:48]1[CH2:53][CH2:52][NH:51][CH2:50][CH:49]1[C:54]#[N:55]. Product: [Cl:1][C:2]1[CH:3]=[CH:4][C:5]([C:8]2[C:13]([Cl:14])=[CH:12][C:11]([O:15][CH3:16])=[C:10]([C:17]([N:51]3[CH2:52][CH2:53][NH:48][CH:49]([C:54]#[N:55])[CH2:50]3)=[O:19])[CH:9]=2)=[CH:6][CH:7]=1. The catalyst class is: 4. (2) Reactant: [CH2:1]([N:8]([CH2:17][C:18]1[CH:23]=[CH:22][CH:21]=[CH:20][CH:19]=1)[CH:9]1[CH2:15][NH:14][C:13](=[O:16])[CH2:12][CH2:11][CH2:10]1)[C:2]1[CH:7]=[CH:6][CH:5]=[CH:4][CH:3]=1.C(N(C[C:41]1[CH:46]=[CH:45][CH:44]=CC=1)C1CCCNC(=O)C1)[C:45]1[CH:44]=CC=[CH:41][CH:46]=1.[H-].[Na+].BrCC1CC1. Product: [CH:46]1([CH2:41][N:14]2[CH2:15][CH:9]([N:8]([CH2:1][C:2]3[CH:3]=[CH:4][CH:5]=[CH:6][CH:7]=3)[CH2:17][C:18]3[CH:23]=[CH:22][CH:21]=[CH:20][CH:19]=3)[CH2:10][CH2:11][CH2:12][C:13]2=[O:16])[CH2:44][CH2:45]1. The catalyst class is: 9. (3) Reactant: [C:1]([C:5]1[CH:6]=[C:7]([C:15]2[S:19][C:18]([S:20]([NH:23]C(=O)OCC3C=CC=CC=3)(=[O:22])=[O:21])=[N:17][C:16]=2[CH2:34][CH:35]2[CH2:40][CH2:39][CH2:38][CH2:37][CH2:36]2)[CH:8]=[C:9]([C:11]2([CH3:14])[CH2:13][CH2:12]2)[CH:10]=1)([CH3:4])([CH3:3])[CH3:2]. Product: [C:1]([C:5]1[CH:6]=[C:7]([C:15]2[S:19][C:18]([S:20]([NH2:23])(=[O:22])=[O:21])=[N:17][C:16]=2[CH2:34][CH:35]2[CH2:40][CH2:39][CH2:38][CH2:37][CH2:36]2)[CH:8]=[C:9]([C:11]2([CH3:14])[CH2:13][CH2:12]2)[CH:10]=1)([CH3:2])([CH3:3])[CH3:4]. The catalyst class is: 19.